From a dataset of Catalyst prediction with 721,799 reactions and 888 catalyst types from USPTO. Predict which catalyst facilitates the given reaction. Reactant: [NH2:1][CH2:2][C@@H:3]([C:5]1[CH:10]=[CH:9][C:8]([F:11])=[C:7]([C:12]([F:15])([F:14])[F:13])[CH:6]=1)[OH:4].O.C(=O)(O)[O-].[Na+].[Cl:22][CH2:23][C:24](Cl)=[O:25]. Product: [Cl:22][CH2:23][C:24]([NH:1][CH2:2][C@@H:3]([C:5]1[CH:10]=[CH:9][C:8]([F:11])=[C:7]([C:12]([F:15])([F:13])[F:14])[CH:6]=1)[OH:4])=[O:25]. The catalyst class is: 4.